From a dataset of Reaction yield outcomes from USPTO patents with 853,638 reactions. Predict the reaction yield, written as a fraction of the theoretical maximum amount of product (1.0 means a 100% yield; for example, 0.34 means a 34% yield). (1) The reactants are [NH2:1][C:2]1[S:3][CH:4]=[CH:5][C:6]=1[C:7]([C:9]1[CH:14]=[CH:13][CH:12]=[CH:11][CH:10]=1)=O.[F:15][C:16]([F:24])([F:23])[C:17](=[O:22])[CH2:18][C:19](=O)[CH3:20]. The catalyst is C(O)(=O)C.S(=O)(=O)(O)O. The product is [F:15][C:16]([F:24])([F:23])[C:17]([C:18]1[C:7]([C:9]2[CH:14]=[CH:13][CH:12]=[CH:11][CH:10]=2)=[C:6]2[CH:5]=[CH:4][S:3][C:2]2=[N:1][C:19]=1[CH3:20])=[O:22]. The yield is 0.170. (2) The yield is 0.910. The product is [CH3:1][C:2]1[O:6][N:5]=[C:4]([C:7]2[CH:12]=[CH:11][CH:10]=[CH:9][CH:8]=2)[C:3]=1[CH2:13][O:14][C:18]1[CH:25]=[CH:24][C:21]([C:22]#[N:23])=[CH:20][N:19]=1. The reactants are [CH3:1][C:2]1[O:6][N:5]=[C:4]([C:7]2[CH:12]=[CH:11][CH:10]=[CH:9][CH:8]=2)[C:3]=1[CH2:13][OH:14].[H-].[Na+].Cl[C:18]1[CH:25]=[CH:24][C:21]([C:22]#[N:23])=[CH:20][N:19]=1. The catalyst is C1COCC1.C(OCC)(=O)C. (3) The reactants are Cl[C:2]1[N:7]=[C:6]([C:8]2[S:12][C:11]([N:13]3[CH2:18][CH2:17][O:16][CH2:15][CH2:14]3)=[N:10][C:9]=2[C:19]2[C:20]([F:37])=[C:21]([NH:25][S:26]([C:29]3[C:34]([F:35])=[CH:33][CH:32]=[CH:31][C:30]=3[F:36])(=[O:28])=[O:27])[CH:22]=[CH:23][CH:24]=2)[CH:5]=[CH:4][N:3]=1.[CH3:38][S:39]([N:42]1[CH2:47][CH2:46][CH:45]([NH2:48])[CH2:44][CH2:43]1)(=[O:41])=[O:40]. The catalyst is FC(F)(F)CO. The product is [F:36][C:30]1[CH:31]=[CH:32][CH:33]=[C:34]([F:35])[C:29]=1[S:26]([NH:25][C:21]1[CH:22]=[CH:23][CH:24]=[C:19]([C:9]2[N:10]=[C:11]([N:13]3[CH2:18][CH2:17][O:16][CH2:15][CH2:14]3)[S:12][C:8]=2[C:6]2[CH:5]=[CH:4][N:3]=[C:2]([NH:48][CH:45]3[CH2:46][CH2:47][N:42]([S:39]([CH3:38])(=[O:41])=[O:40])[CH2:43][CH2:44]3)[N:7]=2)[C:20]=1[F:37])(=[O:28])=[O:27]. The yield is 0.150. (4) The reactants are [OH:1][C@H:2]1[CH2:7][CH2:6][C@H:5]([N:8]2[C:13](=[O:14])[C:12]([CH2:15][C:16]3[CH:21]=[CH:20][C:19]([C:22]4[C:23]([C:28]#[N:29])=[CH:24][CH:25]=[CH:26][CH:27]=4)=[CH:18][CH:17]=3)=[C:11]([CH2:30][CH2:31][CH3:32])[N:10]3[N:33]=[CH:34][N:35]=[C:9]23)[CH2:4][CH2:3]1.[O:36]1[CH:40]=[CH:39][C:38](O)=[N:37]1.C1(P(C2C=CC=CC=2)C2C=CC=CC=2)C=CC=CC=1.[N:62]([C:63]([O:65]C(C)C)=[O:64])=[N:62][C:63]([O:65]C(C)C)=[O:64].Cl.[Cl-].O[NH3+].C(=O)([O-])O.[Na+]. The catalyst is O1CCCC1.O.C(OCC)(=O)C.CS(C)=O. The product is [O:36]1[CH:40]=[CH:39][C:38]([O:1][C@@H:2]2[CH2:7][CH2:6][C@H:5]([N:8]3[C:13](=[O:14])[C:12]([CH2:15][C:16]4[CH:21]=[CH:20][C:19]([C:22]5[CH:27]=[CH:26][CH:25]=[CH:24][C:23]=5[C:28]5[NH:62][C:63](=[O:64])[O:65][N:29]=5)=[CH:18][CH:17]=4)=[C:11]([CH2:30][CH2:31][CH3:32])[N:10]4[N:33]=[CH:34][N:35]=[C:9]34)[CH2:4][CH2:3]2)=[N:37]1. The yield is 0.220. (5) The yield is 0.806. The catalyst is O. The product is [O:6]([C:13]1[CH:14]=[C:15]([CH:16]=[CH:17][CH:18]=1)[CH2:19][C:20]1[CH:25]=[C:24]([C:26]2[C:27]([NH2:33])=[N:28][C:29]([NH2:32])=[CH:30][CH:31]=2)[O:22][N:21]=1)[C:7]1[CH:12]=[CH:11][CH:10]=[CH:9][CH:8]=1. The reactants are O1CCCC1.[O:6]([C:13]1[CH:14]=[C:15]([CH2:19][C:20](Cl)=[N:21][OH:22])[CH:16]=[CH:17][CH:18]=1)[C:7]1[CH:12]=[CH:11][CH:10]=[CH:9][CH:8]=1.[C:24]([C:26]1[C:27]([NH2:33])=[N:28][C:29]([NH2:32])=[CH:30][CH:31]=1)#[CH:25].C(N(CC)CC)C. (6) The reactants are [CH3:1][O:2][C:3]1[CH:8]=[CH:7][C:6]([C:9]([C:70]2[CH:75]=[CH:74][C:73]([O:76][CH3:77])=[CH:72][CH:71]=2)([C:64]2[CH:69]=[CH:68][CH:67]=[CH:66][CH:65]=2)[O:10][CH2:11][CH2:12][CH2:13][N:14]([C:46]2[CH:51]=[CH:50][C:49]([N:52]=[N:53][C:54]3[CH:59]=[CH:58][C:57]([N+:60]([O-:62])=[O:61])=[CH:56][C:55]=3[Cl:63])=[CH:48][CH:47]=2)[CH2:15][CH2:16][CH2:17][C:18]([N:20]2[C:31]3[C:23](=[C:24]4[C:28](=[CH:29][CH:30]=3)[NH:27][CH:26]([C:32](OC3C(F)=C(F)C(F)=C(F)C=3F)=[O:33])[CH2:25]4)[CH:22]=[CH:21]2)=[O:19])=[CH:5][CH:4]=1.C(N(CC)CC)C.[CH:85]1[C:89]2=[C:90]3[C:94](=[CH:95][CH:96]=[C:88]2[NH:87][CH:86]=1)[NH:93][CH:92]([C:97]([N:99]1[C:110]2[C:102](=[C:103]4[C:107](=[CH:108][CH:109]=2)[NH:106][CH:105]([C:111]([O:113][CH2:114][CH2:115][C:116]2[CH:121]=[CH:120][C:119]([N+:122]([O-:124])=[O:123])=[CH:118][CH:117]=2)=[O:112])[CH2:104]4)[CH:101]=[CH:100]1)=[O:98])[CH2:91]3. The catalyst is CN(C)C=O. The product is [CH3:1][O:2][C:3]1[CH:4]=[CH:5][C:6]([C:9]([C:70]2[CH:75]=[CH:74][C:73]([O:76][CH3:77])=[CH:72][CH:71]=2)([C:64]2[CH:69]=[CH:68][CH:67]=[CH:66][CH:65]=2)[O:10][CH2:11][CH2:12][CH2:13][N:14]([C:46]2[CH:51]=[CH:50][C:49]([N:52]=[N:53][C:54]3[CH:59]=[CH:58][C:57]([N+:60]([O-:62])=[O:61])=[CH:56][C:55]=3[Cl:63])=[CH:48][CH:47]=2)[CH2:15][CH2:16][CH2:17][C:18]([N:20]2[C:31]3[C:23](=[C:24]4[C:28](=[CH:29][CH:30]=3)[NH:27][CH:26]([C:32]([N:87]3[C:88]5[C:89](=[C:90]6[C:94](=[CH:95][CH:96]=5)[NH:93][CH:92]([C:97]([N:99]5[C:110]7[C:102](=[C:103]8[C:107](=[CH:108][CH:109]=7)[NH:106][CH:105]([C:111]([O:113][CH2:114][CH2:115][C:116]7[CH:117]=[CH:118][C:119]([N+:122]([O-:124])=[O:123])=[CH:120][CH:121]=7)=[O:112])[CH2:104]8)[CH:101]=[CH:100]5)=[O:98])[CH2:91]6)[CH:85]=[CH:86]3)=[O:33])[CH2:25]4)[CH:22]=[CH:21]2)=[O:19])=[CH:7][CH:8]=1. The yield is 0.900. (7) The reactants are [Li+].[OH-].[CH3:3][C:4]1[N:8]([CH2:9][C:10]2[CH:15]=[CH:14][CH:13]=[C:12]([C:16]([F:19])([F:18])[F:17])[C:11]=2[CH3:20])[C:7]2[CH:21]=[C:22]([N:29]3[CH2:34][CH2:33][O:32][CH2:31][CH2:30]3)[CH:23]=[C:24]([C:25]([O:27]C)=[O:26])[C:6]=2[N:5]=1. The catalyst is C1COCC1. The product is [CH3:3][C:4]1[N:8]([CH2:9][C:10]2[CH:15]=[CH:14][CH:13]=[C:12]([C:16]([F:18])([F:17])[F:19])[C:11]=2[CH3:20])[C:7]2[CH:21]=[C:22]([N:29]3[CH2:30][CH2:31][O:32][CH2:33][CH2:34]3)[CH:23]=[C:24]([C:25]([OH:27])=[O:26])[C:6]=2[N:5]=1. The yield is 0.880.